Dataset: Forward reaction prediction with 1.9M reactions from USPTO patents (1976-2016). Task: Predict the product of the given reaction. (1) Given the reactants [CH:1]1[CH:2]=[C:3]([CH2:6][NH:7][C:8]2[C:13]([C:14]([OH:16])=[O:15])=[CH:12][C:11]([S:17]([NH2:20])(=[O:19])=[O:18])=[C:10]([Cl:21])[CH:9]=2)[O:4][CH:5]=1.[OH-].[CH2:23]([N+:30]([CH3:33])([CH3:32])[CH3:31])[C:24]1[CH:29]=[CH:28][CH:27]=[CH:26][CH:25]=1, predict the reaction product. The product is: [NH2:20][S:17]([C:11]1[C:10]([Cl:21])=[CH:9][C:8]([NH:7][CH2:6][C:3]2[O:4][CH:5]=[CH:1][CH:2]=2)=[C:13]([CH:12]=1)[C:14]([O-:16])=[O:15])(=[O:18])=[O:19].[CH2:23]([N+:30]([CH3:33])([CH3:32])[CH3:31])[C:24]1[CH:29]=[CH:28][CH:27]=[CH:26][CH:25]=1. (2) Given the reactants [Cl:1][C:2]1[CH:11]=[C:10]([O:12][CH2:13][CH3:14])[C:9]([N:15]2[CH:19]=[CH:18][CH:17]=[N:16]2)=[CH:8][C:3]=1[C:4](OC)=[O:5].[NH3:20], predict the reaction product. The product is: [Cl:1][C:2]1[CH:11]=[C:10]([O:12][CH2:13][CH3:14])[C:9]([N:15]2[CH:19]=[CH:18][CH:17]=[N:16]2)=[CH:8][C:3]=1[C:4]([NH2:20])=[O:5]. (3) Given the reactants C([Mg]Cl)(C)C.Br[C:7]1[CH:12]=[CH:11][CH:10]=[CH:9][N:8]=1.[F:13][C:14]([F:27])([C:23]([F:26])([F:25])[F:24])[CH2:15][CH2:16][C:17](N(OC)C)=[O:18], predict the reaction product. The product is: [F:13][C:14]([F:27])([C:23]([F:24])([F:25])[F:26])[CH2:15][CH2:16][C:17]([C:7]1[CH:12]=[CH:11][CH:10]=[CH:9][N:8]=1)=[O:18]. (4) The product is: [CH:9]1([O:8][C:6]2[C:5]3[C:15]([CH3:18])=[N:16][NH:17][C:4]=3[CH:3]=[C:2]([CH:19]3[CH2:21][CH2:20]3)[N:7]=2)[CH2:14][CH2:13][CH2:12][CH2:11][CH2:10]1. Given the reactants Cl[C:2]1[N:7]=[C:6]([O:8][CH:9]2[CH2:14][CH2:13][CH2:12][CH2:11][CH2:10]2)[C:5]2[C:15]([CH3:18])=[N:16][NH:17][C:4]=2[CH:3]=1.[CH:19]1(B(O)O)[CH2:21][CH2:20]1, predict the reaction product.